From a dataset of Catalyst prediction with 721,799 reactions and 888 catalyst types from USPTO. Predict which catalyst facilitates the given reaction. (1) Reactant: [CH3:1][C:2]1[S:6][C:5]([C:7]2[CH:12]=[CH:11][N:10]=[CH:9][CH:8]=2)=[N:4][C:3]=1[OH:13].[H-].[Na+].C1C=CC(N([S:23]([C:26]([F:29])([F:28])[F:27])(=[O:25])=[O:24])[S:23]([C:26]([F:29])([F:28])[F:27])(=[O:25])=[O:24])=CC=1.O. Product: [CH3:1][C:2]1[S:6][C:5]([C:7]2[CH:12]=[CH:11][N:10]=[CH:9][CH:8]=2)=[N:4][C:3]=1[O:13][S:23]([C:26]([F:29])([F:28])[F:27])(=[O:25])=[O:24]. The catalyst class is: 1. (2) Reactant: [C:1]1([C:7]([C:15]2[CH:20]=[CH:19][CH:18]=[CH:17][CH:16]=2)([CH:9]2[CH2:14][CH2:13][NH:12][CH2:11][CH2:10]2)[OH:8])[CH:6]=[CH:5][CH:4]=[CH:3][CH:2]=1.[CH3:21][C:22]([C:28]1[CH:33]=[CH:32][C:31]([C:34]#[C:35][CH2:36][CH2:37]OS(C)(=O)=O)=[CH:30][CH:29]=1)([CH3:27])[C:23]([O:25][CH3:26])=[O:24].C(=O)([O-])[O-].[K+].[K+]. Product: [OH:8][C:7]([C:15]1[CH:20]=[CH:19][CH:18]=[CH:17][CH:16]=1)([C:1]1[CH:2]=[CH:3][CH:4]=[CH:5][CH:6]=1)[CH:9]1[CH2:14][CH2:13][N:12]([CH2:37][CH2:36][C:35]#[C:34][C:31]2[CH:32]=[CH:33][C:28]([C:22]([CH3:21])([CH3:27])[C:23]([O:25][CH3:26])=[O:24])=[CH:29][CH:30]=2)[CH2:11][CH2:10]1. The catalyst class is: 10. (3) Reactant: [CH3:1][N:2]([CH3:15])[C:3]([C:5]1[CH:14]=[CH:13][C:8]([C:9]([O:11]C)=[O:10])=[CH:7][CH:6]=1)=[O:4].[Li+].[OH-]. Product: [CH3:1][N:2]([CH3:15])[C:3]([C:5]1[CH:14]=[CH:13][C:8]([C:9]([OH:11])=[O:10])=[CH:7][CH:6]=1)=[O:4]. The catalyst class is: 5.